Dataset: Peptide-MHC class I binding affinity with 185,985 pairs from IEDB/IMGT. Task: Regression. Given a peptide amino acid sequence and an MHC pseudo amino acid sequence, predict their binding affinity value. This is MHC class I binding data. (1) The peptide sequence is PIQKETWETW. The MHC is HLA-A26:01 with pseudo-sequence HLA-A26:01. The binding affinity (normalized) is 0. (2) The peptide sequence is LTRSGRRAL. The MHC is HLA-B07:02 with pseudo-sequence HLA-B07:02. The binding affinity (normalized) is 0.723. (3) The binding affinity (normalized) is 0.0847. The MHC is HLA-A30:01 with pseudo-sequence HLA-A30:01. The peptide sequence is YVPTEFWGF. (4) The peptide sequence is IVAVHVASGFI. The MHC is Mamu-A02 with pseudo-sequence Mamu-A02. The binding affinity (normalized) is 0.224.